From a dataset of Peptide-MHC class I binding affinity with 185,985 pairs from IEDB/IMGT. Regression. Given a peptide amino acid sequence and an MHC pseudo amino acid sequence, predict their binding affinity value. This is MHC class I binding data. (1) The peptide sequence is RLKHIFLIF. The MHC is HLA-B27:03 with pseudo-sequence HLA-B27:03. The binding affinity (normalized) is 0.0847. (2) The peptide sequence is YLGSWATGK. The MHC is HLA-B15:01 with pseudo-sequence HLA-B15:01. The binding affinity (normalized) is 0.0847. (3) The peptide sequence is KIDVVGIEW. The binding affinity (normalized) is 0.0847. The MHC is HLA-B27:03 with pseudo-sequence HLA-B27:03. (4) The peptide sequence is LSAKFKFML. The MHC is Mamu-A01 with pseudo-sequence Mamu-A01. The binding affinity (normalized) is 0.708.